Task: Predict which catalyst facilitates the given reaction.. Dataset: Catalyst prediction with 721,799 reactions and 888 catalyst types from USPTO (1) Reactant: [Br:1][C:2]1[C:3]([O:10][CH3:11])=[C:4]([CH2:8][NH2:9])[CH:5]=[CH:6][CH:7]=1.C([O-])([O-])=O.[Na+].[Na+].[CH3:18][C:19]([O:22][C:23](O[C:23]([O:22][C:19]([CH3:21])([CH3:20])[CH3:18])=[O:24])=[O:24])([CH3:21])[CH3:20]. Product: [Br:1][C:2]1[C:3]([O:10][CH3:11])=[C:4]([CH2:8][NH:9][C:23](=[O:24])[O:22][C:19]([CH3:21])([CH3:20])[CH3:18])[CH:5]=[CH:6][CH:7]=1. The catalyst class is: 2. (2) Reactant: [CH:1]1([N:5]2[CH2:10][CH2:9][N:8]([C:11]([C:13]3[CH:14]=[C:15]4[C:19](=[CH:20][CH:21]=3)[NH:18][C:17]([C:22]([N:24]3[CH2:29][CH2:28][C:27]([F:31])([F:30])[CH2:26][CH2:25]3)=[O:23])=[CH:16]4)=[O:12])[CH2:7][CH2:6]2)[CH2:4][CH2:3][CH2:2]1.[H-].[Na+].Br[CH:35]([CH3:37])[CH3:36]. Product: [CH:1]1([N:5]2[CH2:6][CH2:7][N:8]([C:11]([C:13]3[CH:14]=[C:15]4[C:19](=[CH:20][CH:21]=3)[N:18]([CH:35]([CH3:37])[CH3:36])[C:17]([C:22]([N:24]3[CH2:25][CH2:26][C:27]([F:30])([F:31])[CH2:28][CH2:29]3)=[O:23])=[CH:16]4)=[O:12])[CH2:9][CH2:10]2)[CH2:2][CH2:3][CH2:4]1. The catalyst class is: 9.